This data is from Drug-target binding data from BindingDB using IC50 measurements. The task is: Regression. Given a target protein amino acid sequence and a drug SMILES string, predict the binding affinity score between them. We predict pIC50 (pIC50 = -log10(IC50 in M); higher means more potent). Dataset: bindingdb_ic50. (1) The target protein sequence is MGNAAAAKKGSEQESVKEFLAKAKEDFLKKWENPAQNTAHLDQFERIKTLGTGSFGRVMLVKHMETGNHYAMKILDKQKVVKLKQIEHTLNEKRILQAVNFPFLVKLEFSFKDNSNLYMVMEYVPGGDMFSHLRRIGRFSEPHARFYAAQIVLTFEYLHSLDLIYRDLKPENLLIDQQGYIQVTDFGFAKRVKGRTWTLCGTPEYLAPEIILSKGYNKAVDWWALGVLIYEMAAGYPPFFADQPIQIYEKIVSGKVRFPSHFSSDLKDLLRNLLQVDLTKRFGNLKNGVNDIKNHKWFATTDWIAIYQRKVEAPFIPKFKGPGDTSNFDDYEEEEIRVSINEKCGKEFSEF. The pIC50 is 5.7. The compound is CCCCCCOC(=O)[C@]1(O)C[C@@H]2O[C@@]1(C)n1c3ccccc3c3c4c(c5c6ccccc6n2c5c31)C(=O)NC4. (2) The compound is O=C([O-])C1=CS[C@@H]2/C(=C\c3cc4n(n3)CCC4)C(=O)N12. The target protein sequence is MSLNVKPSRIAILFSSCLVSISFFSQANTKGIDEIKDLETDFNGRIGVYALDTGSGKSFSYKANERFPLCSSFKGFLAAAVLKGSQDNQLNLNQIVNYNTRSLEFHSPITTKYKDNGMSLGDMAAAALQYSDNGATNIILERYIGGPEGMTKFMRSIGDKDFRLDRWELDLNTAIPGDERDTSTPAAVAKSLKTLALGNILNEREKETYQTWLKGNTTGAARIRASVPSDWVVGDKTGSCGAYGTANDYAVVWPKNRAPLIISVYTTKNEKEAKHEDKVIAEASRIAIDNLK. The pIC50 is 7.3. (3) The small molecule is CC(c1ccc2ccccc2c1)[C@@H]1NC(=O)[C@H](Cc2ccc(O)cc2)NC(=O)[C@@H](Cc2ccccc2)NC(=O)[C@@H](N)CSSC[C@@H](C(=O)O)NC(=O)[C@H](Cc2ccccc2)NC(=O)[C@@H]([C@@H](C)O)NC(=O)[C@H](CCCCN)NC1=O. The target protein (P32745) has sequence MDMLHPSSVSTTSEPENASSAWPPDATLGNVSAGPSPAGLAVSGVLIPLVYLVVCVVGLLGNSLVIYVVLRHTASPSVTNVYILNLALADELFMLGLPFLAAQNALSYWPFGSLMCRLVMAVDGINQFTSIFCLTVMSVDRYLAVVHPTRSARWRTAPVARTVSAAVWVASAVVVLPVVVFSGVPRGMSTCHMQWPEPAAAWRAGFIIYTAALGFFGPLLVICLCYLLIVVKVRSAGRRVWAPSCQRRRRSERRVTRMVVAVVALFVLCWMPFYVLNIVNVVCPLPEEPAFFGLYFLVVALPYANSCANPILYGFLSYRFKQGFRRVLLRPSRRVRSQEPTVGPPEKTEEEDEEEEDGEESREGGKGKEMNGRVSQITQPGTSGQERPPSRVASKEQQLLPQEASTGEKSSTMRISYL. The pIC50 is 6.2.